Dataset: Catalyst prediction with 721,799 reactions and 888 catalyst types from USPTO. Task: Predict which catalyst facilitates the given reaction. (1) Reactant: [CH3:1][O:2][C:3]([C:5]1[S:6][C:7]([C:27]#[C:28][C:29]([CH3:32])([CH3:31])[CH3:30])=[CH:8][C:9]=1[N:10]([CH:20]1[CH2:25][CH2:24][CH:23]([NH2:26])[CH2:22][CH2:21]1)[C:11]([C@H:13]1[CH2:18][CH2:17][C@H:16]([CH3:19])[CH2:15][CH2:14]1)=[O:12])=[O:4].[N+](C1C=CC([O:42][C:43](=O)[O:44][CH:45]2[CH:52]3[CH:48]([O:49][CH2:50][CH2:51]3)[O:47][CH2:46]2)=CC=1)([O-])=O.CCN(C(C)C)C(C)C. Product: [CH3:1][O:2][C:3]([C:5]1[S:6][C:7]([C:27]#[C:28][C:29]([CH3:31])([CH3:30])[CH3:32])=[CH:8][C:9]=1[N:10]([CH:20]1[CH2:21][CH2:22][CH:23]([NH:26][C:43]([O:44][CH:45]2[CH:52]3[CH:48]([O:49][CH2:50][CH2:51]3)[O:47][CH2:46]2)=[O:42])[CH2:24][CH2:25]1)[C:11]([C@H:13]1[CH2:18][CH2:17][C@H:16]([CH3:19])[CH2:15][CH2:14]1)=[O:12])=[O:4]. The catalyst class is: 616. (2) Reactant: Cl.[I:2][C:3]1[CH:8]=[N:7][C:6]([O:9][CH2:10][CH:11]2[CH2:16][CH2:15][NH:14][CH2:13][CH2:12]2)=[CH:5][N:4]=1.[CH2:17]([C:19]1([CH2:22][CH3:23])[CH2:21][O:20]1)[CH3:18].C([O-])([O-])=O.[K+].[K+].CCO. Product: [I:2][C:3]1[N:4]=[CH:5][C:6]([O:9][CH2:10][CH:11]2[CH2:16][CH2:15][N:14]([CH2:21][C:19]([OH:20])([CH2:22][CH3:23])[CH2:17][CH3:18])[CH2:13][CH2:12]2)=[N:7][CH:8]=1. The catalyst class is: 6. (3) Reactant: [CH3:1][O:2][CH2:3][C:4]1([CH2:17][OH:18])[C:16]2[CH:15]=[CH:14][CH:13]=[CH:12][C:11]=2[C:10]2[C:5]1=[CH:6][CH:7]=[CH:8][CH:9]=2.C(N(CC)CC)C.[CH3:26][Si:27](Cl)([CH3:29])[CH3:28]. Product: [CH3:1][O:2][CH2:3][C:4]1([CH2:17][O:18][Si:27]([CH3:29])([CH3:28])[CH3:26])[C:16]2[CH:15]=[CH:14][CH:13]=[CH:12][C:11]=2[C:10]2[C:5]1=[CH:6][CH:7]=[CH:8][CH:9]=2. The catalyst class is: 4. (4) Reactant: CO.[O:3]1[C:8]2[CH:9]=[CH:10][C:11]([CH2:13][NH:14][CH:15]3[CH2:20][CH2:19][N:18]([CH2:21][CH2:22][N:23]4[C:32]5[C:27](=[CH:28][CH:29]=[C:30]([O:33][CH3:34])[CH:31]=5)[CH:26]=[C:25]([C:35]([O:37]C)=[O:36])[C:24]4=[O:39])[CH2:17][CH2:16]3)=[CH:12][C:7]=2[O:6][CH2:5][CH2:4]1.[OH-].[Na+]. Product: [O:3]1[C:8]2[CH:9]=[CH:10][C:11]([CH2:13][NH:14][CH:15]3[CH2:16][CH2:17][N:18]([CH2:21][CH2:22][N:23]4[C:32]5[C:27](=[CH:28][CH:29]=[C:30]([O:33][CH3:34])[CH:31]=5)[CH:26]=[C:25]([C:35]([OH:37])=[O:36])[C:24]4=[O:39])[CH2:19][CH2:20]3)=[CH:12][C:7]=2[O:6][CH2:5][CH2:4]1. The catalyst class is: 6. (5) Reactant: [Br:1][C:2]1[CH:10]=[C:9]([F:11])[CH:8]=[C:7]2[C:3]=1[C:4]([S:22][C:23]1[CH:28]=[CH:27][C:26]([Cl:29])=[CH:25][CH:24]=1)=[C:5]1[C:15](=[O:16])[CH:14](C(OCC)=O)[CH2:13][CH2:12][N:6]12.Cl.C([O-])(O)=O.[Na+]. Product: [Br:1][C:2]1[CH:10]=[C:9]([F:11])[CH:8]=[C:7]2[C:3]=1[C:4]([S:22][C:23]1[CH:28]=[CH:27][C:26]([Cl:29])=[CH:25][CH:24]=1)=[C:5]1[C:15](=[O:16])[CH2:14][CH2:13][CH2:12][N:6]12. The catalyst class is: 14.